This data is from Full USPTO retrosynthesis dataset with 1.9M reactions from patents (1976-2016). The task is: Predict the reactants needed to synthesize the given product. The reactants are: CC1(C)[S:6][C@@H:5]2[C@H:7]([NH:10]C([C@H](N)C3C=CC=CC=3)=O)[C:8](=[O:9])[N:4]2[C@H:3]1[C:21]([OH:23])=[O:22].[CH2:49]1[C@H:48]([NH2:55])[C@@H:47]([O:56][C@H]2O[C@H](CN)[C@@H](O)[C@H](O)[C@H]2O)[C@H](O)[C@@H:52]([O:53][C@H]2O[C@H:50]([CH2:52][OH:53])[C@@H:49](O)[C@H:48]([NH2:55])[C@H:47]2[OH:56])[C@@H:50]1N.CC(S[C@@H]1[O:67][C@H](CO)[C@H](O)[C@H](O)[C@H]1O)C.[NH2:73][C@@H:74]([CH2:78][CH2:79][C:80]([NH:82][C@H:83]([C:86]([NH:88][CH2:89][C:90]([OH:92])=[O:91])=[O:87])[CH2:84][SH:85])=[O:81])[C:75]([OH:77])=[O:76].SC[C@H]([C@@H](CS)O)O. Given the product [CH2:49]([C@H:48]([NH2:55])[C:47]([OH:56])=[O:67])[CH2:50][C:52]([NH:10][C@H:7]([C:8]([NH:4][CH2:3][C:21]([OH:23])=[O:22])=[O:9])[CH2:5][S:6][S:85][CH2:84][C@H:83]([NH:82][C:80]([CH2:79][CH2:78][C@H:74]([NH2:73])[C:75]([OH:77])=[O:76])=[O:81])[C:86]([NH:88][CH2:89][C:90]([OH:92])=[O:91])=[O:87])=[O:53].[CH2:78]([C@H:74]([NH2:73])[C:75]([OH:77])=[O:76])[CH2:79][C:80]([NH:82][C@H:83]([C:86]([NH:88][CH2:89][C:90]([OH:92])=[O:91])=[O:87])[CH2:84][SH:85])=[O:81], predict the reactants needed to synthesize it.